This data is from Forward reaction prediction with 1.9M reactions from USPTO patents (1976-2016). The task is: Predict the product of the given reaction. Given the reactants [CH3:1][C:2]1([CH3:14])[CH2:13][CH2:12][C:5]2=[C:6]([C:9]([OH:11])=O)[S:7][CH:8]=[C:4]2[CH2:3]1.[CH2:15](OCC)C, predict the reaction product. The product is: [CH3:14][C:2]1([CH3:1])[CH2:13][CH2:12][C:5]2=[C:6]([C:9](=[O:11])[CH3:15])[S:7][CH:8]=[C:4]2[CH2:3]1.